The task is: Predict the reactants needed to synthesize the given product.. This data is from Full USPTO retrosynthesis dataset with 1.9M reactions from patents (1976-2016). (1) Given the product [CH2:32]([O:31][C:29]([N:6]([C:7]1[CH:20]=[CH:19][CH:18]=[CH:17][C:8]=1[CH2:9][N:10]1[CH2:15][CH2:14][CH2:13][O:12][C:11]1=[O:16])[S:3]([C:2]([F:1])([F:21])[F:22])(=[O:5])=[O:4])=[O:30])[CH2:33][CH3:34], predict the reactants needed to synthesize it. The reactants are: [F:1][C:2]([F:22])([F:21])[S:3]([NH:6][C:7]1[CH:20]=[CH:19][CH:18]=[CH:17][C:8]=1[CH2:9][N:10]1[CH2:15][CH2:14][CH2:13][O:12][C:11]1=[O:16])(=[O:5])=[O:4].C(=O)([O-])O.[Na+].Cl[C:29]([O:31][CH2:32][CH2:33][CH3:34])=[O:30].O. (2) Given the product [O:3]1[C:8]2=[CH:9][CH:10]=[CH:11][C:7]2=[CH:6][C:5]([CH:12]2[CH2:17][CH2:16][CH2:15][CH2:14][N:13]2[CH2:18][CH2:19][C@H:20]2[CH2:21][CH2:22][C@H:23]([NH:26][C:35](=[O:36])[C:34]3[CH:38]=[CH:39][C:31]([CH2:27][CH:28]([CH3:29])[CH3:30])=[CH:32][CH:33]=3)[CH2:24][CH2:25]2)=[CH:4]1, predict the reactants needed to synthesize it. The reactants are: Cl.Cl.[O:3]1[C:8]2=[CH:9][CH:10]=[CH:11][C:7]2=[CH:6][C:5]([CH:12]2[CH2:17][CH2:16][CH2:15][CH2:14][N:13]2[CH2:18][CH2:19][C@H:20]2[CH2:25][CH2:24][C@H:23]([NH2:26])[CH2:22][CH2:21]2)=[CH:4]1.[CH2:27]([C:31]1[CH:39]=[CH:38][C:34]([C:35](O)=[O:36])=[CH:33][CH:32]=1)[CH:28]([CH3:30])[CH3:29].